This data is from Catalyst prediction with 721,799 reactions and 888 catalyst types from USPTO. The task is: Predict which catalyst facilitates the given reaction. (1) Reactant: [CH3:1][O:2][C:3]1[CH:17]=[CH:16][CH:15]=[C:14]([O:18][CH3:19])[C:4]=1[O:5][CH2:6][C@H:7]1[CH2:11][O:10]C(C)(C)[O:8]1. Product: [CH3:19][O:18][C:14]1[CH:15]=[CH:16][CH:17]=[C:3]([O:2][CH3:1])[C:4]=1[O:5][CH2:6][C@H:7]([OH:8])[CH2:11][OH:10]. The catalyst class is: 5. (2) Product: [ClH:33].[CH3:1][O:2][C:3](=[O:32])[C@@H:4]([NH:9][C:10](=[O:31])[C@@H:11]([NH2:23])[CH2:12][C:13]1[CH:14]=[CH:15][C:16]([O:19][CH2:20][CH:21]=[CH2:22])=[CH:17][CH:18]=1)[CH2:5][CH:6]([CH3:8])[CH3:7]. Reactant: [CH3:1][O:2][C:3](=[O:32])[C@@H:4]([NH:9][C:10](=[O:31])[C@@H:11]([NH:23]C(OC(C)(C)C)=O)[CH2:12][C:13]1[CH:18]=[CH:17][C:16]([O:19][CH2:20][CH:21]=[CH2:22])=[CH:15][CH:14]=1)[CH2:5][CH:6]([CH3:8])[CH3:7].[ClH:33]. The catalyst class is: 12. (3) Reactant: [C:1]([C:3]1[C:4]([N:22]2[CH2:27][CH2:26][CH:25]([C:28]([OH:30])=O)[CH2:24][CH2:23]2)=[N:5][C:6]([O:14]S(C(F)(F)F)(=O)=O)=[C:7]([C:9]([O:11][CH2:12][CH3:13])=[O:10])[CH:8]=1)#[N:2].CN(C(O[N:39]1[N:47]=[N:46][C:41]2[CH:42]=[CH:43][CH:44]=[CH:45][C:40]1=2)=[N+](C)C)C.[B-](F)(F)(F)F.CCN(C(C)C)C(C)C.[C:62]1([CH2:68][S:69]([NH2:72])(=[O:71])=[O:70])[CH:67]=[CH:66][CH:65]=[CH:64][CH:63]=1.C([O-])(O)=O.[Na+]. Product: [N:46]1([O:14][C:6]2[N:5]=[C:4]([N:22]3[CH2:27][CH2:26][CH:25]([C:28](=[O:30])[NH:72][S:69]([CH2:68][C:62]4[CH:63]=[CH:64][CH:65]=[CH:66][CH:67]=4)(=[O:70])=[O:71])[CH2:24][CH2:23]3)[C:3]([C:1]#[N:2])=[CH:8][C:7]=2[C:9]([O:11][CH2:12][CH3:13])=[O:10])[C:41]2[CH:42]=[CH:43][CH:44]=[CH:45][C:40]=2[N:39]=[N:47]1. The catalyst class is: 2. (4) Reactant: F[C:2]1[CH:12]=[CH:11][C:5]([C:6]([O:8][CH2:9][CH3:10])=[O:7])=[CH:4][CH:3]=1.[C:13]([S:17][Na])([CH3:16])([CH3:15])[CH3:14]. Product: [C:13]([S:17][C:2]1[CH:12]=[CH:11][C:5]([C:6]([O:8][CH2:9][CH3:10])=[O:7])=[CH:4][CH:3]=1)([CH3:16])([CH3:15])[CH3:14]. The catalyst class is: 3. (5) Product: [Cl:20][CH2:21][CH2:22][CH2:23][N:7]1[C:6]2[CH:12]=[C:2]([CH3:1])[CH:3]=[C:4]([CH3:13])[C:5]=2[O:10][CH2:9][C:8]1=[O:11]. Reactant: [CH3:1][C:2]1[CH:3]=[C:4]([CH3:13])[C:5]2[O:10][CH2:9][C:8](=[O:11])[NH:7][C:6]=2[CH:12]=1.C([O-])([O-])=O.[Cs+].[Cs+].[Cl:20][CH2:21][CH2:22][CH2:23]I. The catalyst class is: 243. (6) Product: [F:28][CH:24]([F:29])[O:1][C:2]1[CH:7]=[CH:6][N:5]=[C:4]([O:8][C@H:9]2[CH2:14][N:13]([C:15]([O:17][C:18]([CH3:21])([CH3:20])[CH3:19])=[O:16])[C@H:12]([CH3:22])[CH2:11][CH2:10]2)[CH:3]=1. Reactant: [OH:1][C:2]1[CH:7]=[CH:6][N:5]=[C:4]([O:8][C@H:9]2[CH2:14][N:13]([C:15]([O:17][C:18]([CH3:21])([CH3:20])[CH3:19])=[O:16])[C@H:12]([CH3:22])[CH2:11][CH2:10]2)[CH:3]=1.Cl[C:24]([F:29])([F:28])C([O-])=O.[Na+].C(=O)([O-])[O-].[K+].[K+]. The catalyst class is: 3. (7) Reactant: Br[C:2]1[CH:11]=[C:10]2[C:5]([CH2:6][CH2:7][C@@H:8]([C:12]3[CH:17]=[CH:16][CH:15]=[CH:14][CH:13]=3)[O:9]2)=[CH:4][CH:3]=1.[B:18]1([B:18]2[O:22][C:21]([CH3:24])([CH3:23])[C:20]([CH3:26])([CH3:25])[O:19]2)[O:22][C:21]([CH3:24])([CH3:23])[C:20]([CH3:26])([CH3:25])[O:19]1.C([O-])(=O)C.[K+]. Product: [C:12]1([C@@H:8]2[CH2:7][CH2:6][C:5]3[C:10](=[CH:11][C:2]([B:18]4[O:22][C:21]([CH3:24])([CH3:23])[C:20]([CH3:26])([CH3:25])[O:19]4)=[CH:3][CH:4]=3)[O:9]2)[CH:17]=[CH:16][CH:15]=[CH:14][CH:13]=1. The catalyst class is: 16.